From a dataset of NCI-60 drug combinations with 297,098 pairs across 59 cell lines. Regression. Given two drug SMILES strings and cell line genomic features, predict the synergy score measuring deviation from expected non-interaction effect. (1) Drug 1: CN(CCCl)CCCl.Cl. Drug 2: CC1=C(C(=O)C2=C(C1=O)N3CC4C(C3(C2COC(=O)N)OC)N4)N. Cell line: A549. Synergy scores: CSS=52.2, Synergy_ZIP=-5.84, Synergy_Bliss=-4.19, Synergy_Loewe=-4.00, Synergy_HSA=-0.309. (2) Drug 1: C1=NC(=NC(=O)N1C2C(C(C(O2)CO)O)O)N. Drug 2: C1CN1C2=NC(=NC(=N2)N3CC3)N4CC4. Cell line: CAKI-1. Synergy scores: CSS=62.5, Synergy_ZIP=-3.57, Synergy_Bliss=-1.80, Synergy_Loewe=-0.939, Synergy_HSA=2.58. (3) Drug 1: CC1=C(C(=CC=C1)Cl)NC(=O)C2=CN=C(S2)NC3=CC(=NC(=N3)C)N4CCN(CC4)CCO. Drug 2: B(C(CC(C)C)NC(=O)C(CC1=CC=CC=C1)NC(=O)C2=NC=CN=C2)(O)O. Cell line: NCIH23. Synergy scores: CSS=50.9, Synergy_ZIP=-3.10, Synergy_Bliss=-2.43, Synergy_Loewe=-6.57, Synergy_HSA=-6.12.